Predict the reactants needed to synthesize the given product. From a dataset of Full USPTO retrosynthesis dataset with 1.9M reactions from patents (1976-2016). (1) Given the product [Cl:1][C:2]1[N:7]=[C:6]([C:8]([NH2:12])=[O:10])[CH:5]=[CH:4][N:3]=1, predict the reactants needed to synthesize it. The reactants are: [Cl:1][C:2]1[N:7]=[C:6]([C:8]([OH:10])=O)[CH:5]=[CH:4][N:3]=1.[Cl-].[NH4+:12]. (2) Given the product [F:12][C:9]1[CH:10]=[CH:11][C:6]([C:4]2[N:27]=[C:19]([C:20]3[CH:25]=[CH:24][CH:23]=[CH:22][CH:21]=3)[S:26][C:3]=2[C:13]2[CH:18]=[CH:17][N:16]=[CH:15][CH:14]=2)=[CH:7][CH:8]=1, predict the reactants needed to synthesize it. The reactants are: Br.Br[CH:3]([C:13]1[CH:18]=[CH:17][N:16]=[CH:15][CH:14]=1)[C:4]([C:6]1[CH:11]=[CH:10][C:9]([F:12])=[CH:8][CH:7]=1)=O.[C:19]([NH2:27])(=[S:26])[C:20]1[CH:25]=[CH:24][CH:23]=[CH:22][CH:21]=1.C(=O)([O-])O.[Na+].